Dataset: Forward reaction prediction with 1.9M reactions from USPTO patents (1976-2016). Task: Predict the product of the given reaction. (1) Given the reactants [CH:1]1([NH:7][C:8]2[N:16]=[C:15]([NH:17][C:18]3[CH:23]=[CH:22][C:21]([N:24]4[CH2:29][CH2:28][N:27]([CH2:30][C:31]5[CH:36]=[CH:35][CH:34]=[CH:33][N:32]=5)[CH2:26][CH2:25]4)=[CH:20][C:19]=3[O:37][CH3:38])[N:14]=[C:13]3[C:9]=2[N:10]=[CH:11][NH:12]3)[CH2:6][CH2:5][CH2:4][CH2:3][CH2:2]1.[H-].[H-].[H-].[H-].[Li+].[Al+3].C[OH:46], predict the reaction product. The product is: [CH:1]1([NH:7][C:8]2[N:16]=[C:15]([NH:17][C:18]3[CH:23]=[CH:22][C:21]([N:24]4[CH2:25][CH2:26][N:27]([C:30]([C:31]5[CH:36]=[CH:35][CH:34]=[CH:33][N:32]=5)=[O:46])[CH2:28][CH2:29]4)=[CH:20][C:19]=3[O:37][CH3:38])[N:14]=[C:13]3[C:9]=2[N:10]=[CH:11][NH:12]3)[CH2:2][CH2:3][CH2:4][CH2:5][CH2:6]1. (2) The product is: [Br:28][C:29]1[C:30]([S:39]([N:16]([CH2:15][C:14]2[CH:22]=[CH:23][C:24]([O:26][CH3:27])=[CH:25][C:13]=2[O:12][CH3:11])[C:17]2[S:21][N:20]=[CH:19][N:18]=2)(=[O:40])=[O:41])=[CH:31][C:32]2[O:36][C:35](=[O:37])[NH:34][C:33]=2[CH:38]=1. Given the reactants [Li+].C[Si]([N-][Si](C)(C)C)(C)C.[CH3:11][O:12][C:13]1[CH:25]=[C:24]([O:26][CH3:27])[CH:23]=[CH:22][C:14]=1[CH2:15][NH:16][C:17]1[S:21][N:20]=[CH:19][N:18]=1.[Br:28][C:29]1[C:30]([S:39](Cl)(=[O:41])=[O:40])=[CH:31][C:32]2[O:36][C:35](=[O:37])[NH:34][C:33]=2[CH:38]=1, predict the reaction product. (3) Given the reactants C([N:3]([CH3:21])[C:4]1[CH:9]=[CH:8][C:7]([C:10]2[S:11][C:12]3[CH:18]=[C:17](OC)[CH:16]=[CH:15][C:13]=3[N:14]=2)=[CH:6][N:5]=1)C.C(NC1N=CC(C2SC3C=[C:38]([OH:40])C=CC=3N=2)=CC=1)C, predict the reaction product. The product is: [CH3:38][O:40][C:16]1[CH:17]=[CH:18][C:12]2[S:11][C:10]([C:7]3[CH:8]=[CH:9][C:4]([NH:3][CH3:21])=[N:5][CH:6]=3)=[N:14][C:13]=2[CH:15]=1. (4) Given the reactants [CH3:1][C:2]1[N:3]=[C:4]([NH:11][C:12](=[S:20])OC2C=CC=CC=2)[C:5]([O:9][CH3:10])=[N:6][C:7]=1[CH3:8].[CH2:21]([C:23]1[CH:28]=[CH:27][CH:26]=[CH:25][C:24]=1[N:29]1[CH2:34][CH2:33][NH:32][CH2:31][CH2:30]1)[CH3:22], predict the reaction product. The product is: [CH3:1][C:2]1[N:3]=[C:4]([NH:11][C:12]([N:32]2[CH2:33][CH2:34][N:29]([C:24]3[CH:25]=[CH:26][CH:27]=[CH:28][C:23]=3[CH2:21][CH3:22])[CH2:30][CH2:31]2)=[S:20])[C:5]([O:9][CH3:10])=[N:6][C:7]=1[CH3:8]. (5) The product is: [Br:16][C:17]1[C:18]([CH3:27])=[C:19]([CH2:23][N:24]([CH2:25][CH3:26])[C:9](=[O:10])[O:11][C:12]([CH3:13])([CH3:14])[CH3:15])[CH:20]=[N:21][CH:22]=1. Given the reactants [C:9](O[C:9]([O:11][C:12]([CH3:15])([CH3:14])[CH3:13])=[O:10])([O:11][C:12]([CH3:15])([CH3:14])[CH3:13])=[O:10].[Br:16][C:17]1[C:18]([CH3:27])=[C:19]([CH2:23][NH:24][CH2:25][CH3:26])[CH:20]=[N:21][CH:22]=1.[OH-].[Na+], predict the reaction product. (6) Given the reactants [CH2:1]([O:3][C:4]([CH2:6][N:7]1[C:12](=[O:13])[CH:11]=[CH:10][C:9]([C:14]([OH:16])=O)=[CH:8]1)=[O:5])[CH3:2].[N:17]1[CH:22]=[CH:21][CH:20]=[C:19]([C:23]2[CH:27]=[C:26]([C:28]([F:31])([F:30])[F:29])[N:25]([C:32]3[CH:33]=[CH:34][C:35]([NH2:38])=[N:36][CH:37]=3)[N:24]=2)[CH:18]=1, predict the reaction product. The product is: [CH2:1]([O:3][C:4](=[O:5])[CH2:6][N:7]1[CH:8]=[C:9]([C:14](=[O:16])[NH:38][C:35]2[CH:34]=[CH:33][C:32]([N:25]3[C:26]([C:28]([F:30])([F:31])[F:29])=[CH:27][C:23]([C:19]4[CH:18]=[N:17][CH:22]=[CH:21][CH:20]=4)=[N:24]3)=[CH:37][N:36]=2)[CH:10]=[CH:11][C:12]1=[O:13])[CH3:2].